From a dataset of Forward reaction prediction with 1.9M reactions from USPTO patents (1976-2016). Predict the product of the given reaction. (1) Given the reactants [C:1](N1C=CN=C1)(N1C=CN=C1)=[O:2].C(O)=O.[CH2:16]([O:23][NH:24][CH2:25][C@@H:26]([O:57][CH2:58][C:59]1[CH:64]=[CH:63][CH:62]=[CH:61][CH:60]=1)[C@@H:27]([O:49][CH2:50][C:51]1[CH:56]=[CH:55][CH:54]=[CH:53][CH:52]=1)[C@H:28]([O:41][CH2:42][C:43]1[CH:48]=[CH:47][CH:46]=[CH:45][CH:44]=1)[CH2:29][O:30][Si:31]([CH:38]([CH3:40])[CH3:39])([CH:35]([CH3:37])[CH3:36])[CH:32]([CH3:34])[CH3:33])[C:17]1[CH:22]=[CH:21][CH:20]=[CH:19][CH:18]=1, predict the reaction product. The product is: [CH2:16]([O:23][N:24]([CH2:25][C@@H:26]([O:57][CH2:58][C:59]1[CH:64]=[CH:63][CH:62]=[CH:61][CH:60]=1)[C@@H:27]([O:49][CH2:50][C:51]1[CH:52]=[CH:53][CH:54]=[CH:55][CH:56]=1)[C@H:28]([O:41][CH2:42][C:43]1[CH:48]=[CH:47][CH:46]=[CH:45][CH:44]=1)[CH2:29][O:30][Si:31]([CH:32]([CH3:34])[CH3:33])([CH:38]([CH3:40])[CH3:39])[CH:35]([CH3:37])[CH3:36])[CH:1]=[O:2])[C:17]1[CH:22]=[CH:21][CH:20]=[CH:19][CH:18]=1. (2) Given the reactants [Cl:1][C:2]1[CH:7]=[C:6]([Cl:8])[CH:5]=[CH:4][C:3]=1[CH:9]([CH3:23])[C:10]([C:16]1[CH:21]=[CH:20][NH:19][C:18](=[O:22])[CH:17]=1)([OH:15])[C:11]([F:14])([F:13])[F:12].Br[CH2:25][C:26]([NH2:28])=[O:27], predict the reaction product. The product is: [Cl:1][C:2]1[CH:7]=[C:6]([Cl:8])[CH:5]=[CH:4][C:3]=1[CH:9]([CH3:23])[C:10]([C:16]1[CH:21]=[CH:20][N:19]=[C:18]([O:22][CH2:25][C:26]([NH2:28])=[O:27])[CH:17]=1)([OH:15])[C:11]([F:14])([F:13])[F:12]. (3) Given the reactants [CH2:1]([O:8][CH2:9][CH2:10][CH:11]1[CH2:20][CH2:19][C:14]2(OCC[O:15]2)[CH2:13][CH2:12]1)[C:2]1[CH:7]=[CH:6][CH:5]=[CH:4][CH:3]=1.Cl.C([O-])(O)=O.[Na+], predict the reaction product. The product is: [CH2:1]([O:8][CH2:9][CH2:10][CH:11]1[CH2:12][CH2:13][C:14](=[O:15])[CH2:19][CH2:20]1)[C:2]1[CH:7]=[CH:6][CH:5]=[CH:4][CH:3]=1. (4) Given the reactants [F:1][C:2]1[CH:3]=[C:4]([C:9]([OH:14])([CH3:13])[C:10]([OH:12])=O)[CH:5]=[C:6]([F:8])[CH:7]=1.[NH2:15][C@H:16]([C:18]([C:20]1([NH2:40])[N:26]=[C:25]([C:27]2[CH:32]=[CH:31][CH:30]=[CH:29][C:28]=2[F:33])[C:24]2[CH:34]=[CH:35][CH:36]=[CH:37][C:23]=2[N:22]([CH3:38])[C:21]1=[O:39])=[O:19])[CH3:17], predict the reaction product. The product is: [F:8][C:6]1[CH:5]=[C:4]([C:9]([OH:14])([CH3:13])[C:10]([NH:15][C@H:16]([C:18]([C:20]2([NH2:40])[N:26]=[C:25]([C:27]3[CH:32]=[CH:31][CH:30]=[CH:29][C:28]=3[F:33])[C:24]3[CH:34]=[CH:35][CH:36]=[CH:37][C:23]=3[N:22]([CH3:38])[C:21]2=[O:39])=[O:19])[CH3:17])=[O:12])[CH:3]=[C:2]([F:1])[CH:7]=1. (5) Given the reactants Cl[C:2]1[C:11]([C:12]([OH:14])=[O:13])=[CH:10][C:9]2[C:4](=[CH:5][CH:6]=[C:7]([Cl:15])[CH:8]=2)[N:3]=1.[NH2:16][CH:17]([CH2:21][C:22]([NH:24][CH2:25][C:26]1[CH:31]=[CH:30][CH:29]=[CH:28][CH:27]=1)=[O:23])[C:18]([OH:20])=[O:19], predict the reaction product. The product is: [CH2:25]([NH:24][C:22]([CH2:21][CH:17]([NH:16][C:2]1[C:11]([C:12]([OH:14])=[O:13])=[CH:10][C:9]2[C:4](=[CH:5][CH:6]=[C:7]([Cl:15])[CH:8]=2)[N:3]=1)[C:18]([OH:20])=[O:19])=[O:23])[C:26]1[CH:27]=[CH:28][CH:29]=[CH:30][CH:31]=1. (6) Given the reactants Cl[C:2]1[C:11]2[C:10](=[O:12])[N:9]([CH3:13])[CH:8]=[N:7][C:6]=2[CH:5]=[C:4]([Cl:14])[N:3]=1.[NH:15]1[CH:19]=[C:18]([CH2:20][CH2:21][OH:22])[CH:17]=[N:16]1.C([O-])([O-])=O.[K+].[K+], predict the reaction product. The product is: [NH:15]1[CH:19]=[C:18]([CH2:20][CH2:21][O:22][C:2]2[C:11]3[C:10](=[O:12])[N:9]([CH3:13])[CH:8]=[N:7][C:6]=3[CH:5]=[C:4]([Cl:14])[N:3]=2)[CH:17]=[N:16]1. (7) Given the reactants C(N(CC)CC)C.[C:8]([O:11][CH2:12][CH2:13][C:14]1[CH:15]=[CH:16][CH:17]=[C:18]2[C:22]=1[N:21](C(OC(C)(C)C)=O)[CH:20]=[C:19]2[CH:30]=[O:31])(=[O:10])[CH3:9].[F:32][C:33]1[CH:34]=[C:35]([CH:39]=[N:40][C:41]2[CH:42]=[N:43][CH:44]=[C:45]([O:47][CH3:48])[CH:46]=2)[CH:36]=[N:37][CH:38]=1, predict the reaction product. The product is: [C:8]([O:11][CH2:12][CH2:13][C:14]1[CH:15]=[CH:16][CH:17]=[C:18]2[C:22]=1[NH:21][CH:20]=[C:19]2[C:30](=[O:31])[CH:39]([C:35]1[CH:36]=[N:37][CH:38]=[C:33]([F:32])[CH:34]=1)[NH:40][C:41]1[CH:42]=[N:43][CH:44]=[C:45]([O:47][CH3:48])[CH:46]=1)(=[O:10])[CH3:9].